Dataset: Forward reaction prediction with 1.9M reactions from USPTO patents (1976-2016). Task: Predict the product of the given reaction. The product is: [CH3:1][C:2]1[CH:7]=[CH:6][C:5]([S:8]([NH:11][C:12](=[O:13])[O:14][CH2:15][CH2:16][C:17]2[CH:22]=[CH:21][C:20]([N:31]3[C:30]4[CH:34]=[C:35]([CH3:36])[C:27]([CH3:26])=[CH:28][C:29]=4[N:33]=[CH:32]3)=[CH:19][CH:18]=2)(=[O:10])=[O:9])=[CH:4][CH:3]=1. Given the reactants [CH3:1][C:2]1[CH:7]=[CH:6][C:5]([S:8]([NH:11][C:12]([O:14][CH2:15][CH2:16][C:17]2[CH:22]=[CH:21][C:20](B(O)O)=[CH:19][CH:18]=2)=[O:13])(=[O:10])=[O:9])=[CH:4][CH:3]=1.[CH3:26][C:27]1[C:35]([CH3:36])=[CH:34][C:30]2[N:31]=[CH:32][NH:33][C:29]=2[CH:28]=1.C(N(CC)CC)C, predict the reaction product.